Task: Predict the reaction yield, written as a fraction of the theoretical maximum amount of product (1.0 means a 100% yield; for example, 0.34 means a 34% yield).. Dataset: Reaction yield outcomes from USPTO patents with 853,638 reactions (1) The reactants are [Cl:1][C:2]1[C:3]([N+:13]([O-:15])=[O:14])=[CH:4][C:5]2[O:10][CH2:9][C:8](=[O:11])[NH:7][C:6]=2[CH:12]=1.C([O-])([O-])=O.[Cs+].[Cs+].[Cl:22][CH2:23][CH2:24][CH2:25]I. The catalyst is CCCCCCC.CCOC(C)=O. The product is [Cl:1][C:2]1[C:3]([N+:13]([O-:15])=[O:14])=[CH:4][C:5]2[O:10][CH2:9][C:8](=[O:11])[N:7]([CH2:25][CH2:24][CH2:23][Cl:22])[C:6]=2[CH:12]=1. The yield is 0.360. (2) The product is [Cl:1][CH2:2][CH2:3][CH2:4][S:5]([N:28]1[CH2:29][CH2:30][CH:25]([NH:24][C:20]2[N:19]=[C:18]([C:13]3[N:14]([CH:15]([CH3:17])[CH3:16])[C:10]([CH3:9])=[N:11][CH:12]=3)[CH:23]=[CH:22][N:21]=2)[CH2:26][CH2:27]1)(=[O:7])=[O:6]. The reactants are [Cl:1][CH2:2][CH2:3][CH2:4][S:5](Cl)(=[O:7])=[O:6].[CH3:9][C:10]1[N:14]([CH:15]([CH3:17])[CH3:16])[C:13]([C:18]2[CH:23]=[CH:22][N:21]=[C:20]([NH:24][CH:25]3[CH2:30][CH2:29][NH:28][CH2:27][CH2:26]3)[N:19]=2)=[CH:12][N:11]=1. The catalyst is C(Cl)Cl. The yield is 0.280. (3) The reactants are [CH3:1][O:2][C:3]1[N:4]=[CH:5][CH:6]=[C:7]2[C:11]([C:12]3[CH:18]=[C:17]([S:19]([CH3:22])(=[O:21])=[O:20])[CH:16]=[CH:15][C:13]=3[NH2:14])=[CH:10][N:9]([CH3:23])[C:8]=12.[CH:24]1([CH:29]=O)[CH2:28][CH2:27][CH2:26][CH2:25]1. The catalyst is ClC(Cl)C.C(O)(=O)C. The product is [CH:24]1([CH2:29][NH:14][C:13]2[CH:15]=[CH:16][C:17]([S:19]([CH3:22])(=[O:21])=[O:20])=[CH:18][C:12]=2[C:11]2[C:7]3[C:8](=[C:3]([O:2][CH3:1])[N:4]=[CH:5][CH:6]=3)[N:9]([CH3:23])[CH:10]=2)[CH2:28][CH2:27][CH2:26][CH2:25]1. The yield is 0.310. (4) The reactants are FC(F)(C1C=C2C(=CC=1)N=CC(OC)=C2)C(NNC1C=C(C2C=NN(C)C=2)C=CC=1F)=O.[F:33][C:34]([F:50])([C:38]1[CH:39]=[C:40]2[C:45](=[CH:46][CH:47]=1)[N:44]=[CH:43][C:42]([O:48][CH3:49])=[CH:41]2)[C:35]([OH:37])=O.S(Cl)(Cl)=O.C(N(CC)CC)C.[F:62][C:63]1[C:64]([NH:75][NH2:76])=[N:65][CH:66]=[C:67]([C:69]2[CH:70]=[N:71][N:72]([CH3:74])[CH:73]=2)[CH:68]=1. The product is [F:50][C:34]([F:33])([C:38]1[CH:39]=[C:40]2[C:45](=[CH:46][CH:47]=1)[N:44]=[CH:43][C:42]([O:48][CH3:49])=[CH:41]2)[C:35]([NH:76][NH:75][C:64]1[C:63]([F:62])=[CH:68][C:67]([C:69]2[CH:70]=[N:71][N:72]([CH3:74])[CH:73]=2)=[CH:66][N:65]=1)=[O:37]. The yield is 0.331. The catalyst is CN(C)C1C=CN=CC=1.C(Cl)Cl.CO.CN(C=O)C. (5) The reactants are [NH2:1][CH2:2][CH:3]([C:5]1[CH:10]=[CH:9][CH:8]=[CH:7][CH:6]=1)[OH:4].N1C=CN=C1.C1N=CN([C:21](N2C=NC=C2)=[O:22])C=1. The catalyst is C(Cl)Cl. The product is [C:5]1([CH:3]2[O:4][C:21](=[O:22])[NH:1][CH2:2]2)[CH:10]=[CH:9][CH:8]=[CH:7][CH:6]=1. The yield is 0.860. (6) The reactants are Br[C:2]1[CH:11]=[C:10]2[C:5]([N:6]=[CH:7][C:8](Cl)=[N:9]2)=[CH:4][CH:3]=1.B(O)O.[O:16]1[CH:20]=[CH:19][CH:18]=[C:17]1B(O)O.C(=O)([O-])[O-].[K+].[K+].CC1(C)C(C)(C)OB([C:38]2[CH:39]=[C:40]([NH:44][S:45]([C:48]3[CH:53]=[CH:52][CH:51]=[CH:50][CH:49]=3)(=[O:47])=[O:46])[CH:41]=[N:42][CH:43]=2)O1. The catalyst is O1CCOCC1. The product is [O:16]1[CH:20]=[CH:19][CH:18]=[C:17]1[C:8]1[CH:7]=[N:6][C:5]2[C:10]([N:9]=1)=[CH:11][C:2]([C:38]1[CH:39]=[C:40]([NH:44][S:45]([C:48]3[CH:49]=[CH:50][CH:51]=[CH:52][CH:53]=3)(=[O:46])=[O:47])[CH:41]=[N:42][CH:43]=1)=[CH:3][CH:4]=2. The yield is 0.140.